Dataset: Full USPTO retrosynthesis dataset with 1.9M reactions from patents (1976-2016). Task: Predict the reactants needed to synthesize the given product. (1) Given the product [Cl:15][C:5]1[C:6]([C:8]2[C:9]([NH2:14])=[N:10][CH:11]=[CH:12][CH:13]=2)=[CH:7][C:2]([O:17][CH3:16])=[N:3][CH:4]=1, predict the reactants needed to synthesize it. The reactants are: Cl[C:2]1[CH:7]=[C:6]([C:8]2[C:9]([NH2:14])=[N:10][CH:11]=[CH:12][CH:13]=2)[C:5]([Cl:15])=[CH:4][N:3]=1.[CH3:16][O-:17].[Na+]. (2) The reactants are: [CH2:1]([OH:14])[CH2:2][CH2:3][CH2:4][CH2:5][CH2:6][CH:7]([OH:13])[CH2:8][CH2:9][CH2:10][C:11]#[CH:12].CC1(C)N([O])C(C)(C)CCC1.C([O-])([O-])=O.[K+].[K+].C([O-])([O-])=O.[Na+].[Na+].ClNC(=O)CCC(N)=O. Given the product [OH:13][CH:7]([CH2:8][CH2:9][CH2:10][C:11]#[CH:12])[CH2:6][CH2:5][CH2:4][CH2:3][CH2:2][CH:1]=[O:14], predict the reactants needed to synthesize it. (3) Given the product [CH3:1][C@H:2]1[CH2:7][CH2:6][CH2:5][NH:4][C@H:3]1[CH2:8][N:9]1[C:17](=[O:18])[C:16]2[C:11](=[CH:12][CH:13]=[CH:14][CH:15]=2)[C:10]1=[O:19], predict the reactants needed to synthesize it. The reactants are: [CH3:1][C@@H:2]1[CH2:7][CH2:6][CH2:5][NH:4][C@@H:3]1[CH2:8][N:9]1[C:17](=[O:18])[C:16]2[C:11](=[CH:12][CH:13]=[CH:14][CH:15]=2)[C:10]1=[O:19].C(OC(N1CCC[C@H](C)[C@@H]1C(O)=O)=O)C1C=CC=CC=1. (4) The reactants are: [I:1][C:2]1[CH:3]=[C:4]([CH:8]=[CH:9][C:10]=1[CH3:11])[C:5]([OH:7])=[O:6].C(OC(O[C:15]([CH3:18])([CH3:17])[CH3:16])=O)(O[C:15]([CH3:18])([CH3:17])[CH3:16])=O. Given the product [I:1][C:2]1[CH:3]=[C:4]([CH:8]=[CH:9][C:10]=1[CH3:11])[C:5]([O:7][C:15]([CH3:18])([CH3:17])[CH3:16])=[O:6], predict the reactants needed to synthesize it. (5) Given the product [OH:1][NH:2][C:6](=[O:5])[CH2:7][CH2:8][CH2:9][CH2:10][CH2:11][CH2:12][N:13]([C:20]1[CH:25]=[C:24]([C:26]2[CH:27]=[CH:28][C:29]([NH2:35])=[CH:30][CH:31]=2)[CH:23]=[CH:22][N:21]=1)[C:14]1[CH:19]=[CH:18][CH:17]=[CH:16][N:15]=1, predict the reactants needed to synthesize it. The reactants are: [OH:1][NH2:2].C([O:5][C:6](=O)[CH2:7][CH2:8][CH2:9][CH2:10][CH2:11][CH2:12][N:13]([C:20]1[CH:25]=[C:24]([C:26]2[CH:31]=[CH:30][C:29](F)=[CH:28][CH:27]=2)[CH:23]=[CH:22][N:21]=1)[C:14]1[CH:19]=[CH:18][CH:17]=[CH:16][N:15]=1)C.C[N:35](C=O)C. (6) Given the product [F:24][C:23]([F:26])([F:25])[S:20]([O-:22])(=[O:21])=[O:19].[F:13][C:6]1[CH:5]=[C:4]([C:3]([O:2][CH3:1])=[O:14])[CH:9]=[CH:8][C:7]=1[N+:10]([CH3:16])([CH3:11])[CH3:12], predict the reactants needed to synthesize it. The reactants are: [CH3:1][O:2][C:3](=[O:14])[C:4]1[CH:9]=[CH:8][C:7]([N:10]([CH3:12])[CH3:11])=[C:6]([F:13])[CH:5]=1.Cl[CH2:16]Cl.C[O:19][S:20]([C:23]([F:26])([F:25])[F:24])(=[O:22])=[O:21]. (7) The reactants are: [I:1][C:2]1[CH:10]=[CH:9][CH:8]=[CH:7][C:3]=1[C:4]([OH:6])=O.S(Cl)(Cl)=O.[CH2:15]([N:17]([CH2:21][CH3:22])[CH2:18][CH2:19][NH2:20])[CH3:16].[OH-].[Na+].IC1C=CC=CC=1C(Cl)=O. Given the product [I:1][C:2]1[CH:10]=[CH:9][CH:8]=[CH:7][C:3]=1[C:4]([NH:20][CH2:19][CH2:18][N:17]([CH2:21][CH3:22])[CH2:15][CH3:16])=[O:6], predict the reactants needed to synthesize it.